Dataset: Forward reaction prediction with 1.9M reactions from USPTO patents (1976-2016). Task: Predict the product of the given reaction. Given the reactants Cl[C:2]1[CH:7]=[C:6]([F:8])[C:5]([N+:9]([O-])=O)=[CH:4][C:3]=1[OH:12].C(N(CC)CC)C, predict the reaction product. The product is: [NH2:9][C:5]1[CH:4]=[C:3]([OH:12])[CH:2]=[CH:7][C:6]=1[F:8].